From a dataset of Drug-target binding data from BindingDB using IC50 measurements. Regression. Given a target protein amino acid sequence and a drug SMILES string, predict the binding affinity score between them. We predict pIC50 (pIC50 = -log10(IC50 in M); higher means more potent). Dataset: bindingdb_ic50. (1) The pIC50 is 5.9. The target protein (O95977) has sequence MNATGTPVAPESCQQLAAGGHSRLIVLHYNHSGRLAGRGGPEDGGLGALRGLSVAASCLVVLENLLVLAAITSHMRSRRWVYYCLVNITLSDLLTGAAYLANVLLSGARTFRLAPAQWFLREGLLFTALAASTFSLLFTAGERFATMVRPVAESGATKTSRVYGFIGLCWLLAALLGMLPLLGWNCLCAFDRCSSLLPLYSKRYILFCLVIFAGVLATIMGLYGAIFRLVQASGQKAPRPAARRKARRLLKTVLMILLAFLVCWGPLFGLLLADVFGSNLWAQEYLRGMDWILALAVLNSAVNPIIYSFRSREVCRAVLSFLCCGCLRLGMRGPGDCLARAVEAHSGASTTDSSLRPRDSFRGSRSLSFRMREPLSSISSVRSI. The compound is COc1ccc([N+](=O)[O-])c(S(=O)(=O)c2ccc(Cl)cc2)n1. (2) The compound is c1ccc(Nc2nc(OCC3CCCCC3)c3[nH]cnc3n2)cc1. The target protein (P30274) has sequence MLGSSAHGPAAREAGSAVTLQQTAFQEDQENVNPEKAAPAQQPRTRAGLAVLRAGNSRGPAPQRPKTRRVAPLKDLPINDEYVPVPPWKANNKQPAFTIHVDEAEEEIQKRPTESKKSESEDVLAFNSAVTLPGPRKPLAPLDYPMDGSFESPHTMEMSVVLEDEKPVSVNEVPDYHEDIHTYLREMEVKCKPKVGYMKKQPDITNSMRAILVDWLVEVGEEYKLQNETLHLAVNYIDRFLSSMSVLRGKLQLVGTAAMLLASKFEEIYPPEVAEFVYITDDTYTKKQVLRMEHLVLKVLAFDLAAPTINQFLTQYFLHQQPANCKVESLAMFLGELSLIDADPYLKYLPSVIAAAAFHLALYTVTGQSWPESLVQKTGYTLETLKPCLLDLHQTYLRAPQHAQQSIREKYKNSKYHGVSLLNPPETLNV. The pIC50 is 6.0. (3) The drug is O=C(O)CNC(=O)C(CS)Cc1ccccc1. The target protein (P0DPD8) has sequence MASPGAGRAPPELPERNCGYREVEYWDQRYQGAADSAPYDWFGDFSSFRALLEPELRPEDRILVLGCGNSALSYELFLGGFPNVTSVDYSSVVVAAMQARHAHVPQLRWETMDVRKLDFPSASFDVVLEKGTLDALLAGERDPWTVSSEGVHTVDQVLSEVGFQKGTRQLLGSRTQLELVLAGASLLLAALLLGCLVALGVQYHRDPSHSTCLTEACIRVAGKILESLDRGVSPCEDFYQFSCGGWIRRNPLPDGRSRWNTFNSLWDQNQAILKHLLENTTFNSSSEAEQKTQRFYLSCLQVERIEELGAQPLRDLIEKIGGWNITGPWDQDNFMEVLKAVAGTYRATPFFTVYISADSKSSNSNVIQVDQSGLFLPSRDYYLNRTANEKVLTAYLDYMEELGMLLGGRPTSTREQMQQVLELEIQLANITVPQDQRRDEEKIYHKMSISELQALAPSMDWLEFLSFLLSPLELSDSEPVVVYGMDYLQQVSELINRTEP.... The pIC50 is 4.0. (4) The compound is C[C@H](Nc1nc(Nc2cn(C)cn2)c2cc[nH]c2n1)c1ncc(F)cn1. The target protein sequence is MPLCGRRAILEDSKADGTEAQPLVPTGCLMVLLHWPGPEGGEPWVTFSQTSLTAEEVCIHIAHKVGITPPCLNLFALYNAQAKVWLPPNHILDTSQDMNLYFRMRFYFRNWHGMNPQEPAVYRCGFPGAETSSDRAEQGVQLLDSASFEYLFEQGKHEFMNDVVSLRDLSSEEEIHHFKNESLGMAFLHLCHLALSRGVPLEEMAREISFKNCIPHSFRQHIRQHNVLTRLRLHRVFRRFLRAFRPGHLSQQVVMVKYLATLERLAPRFGSERIPVCHLEVLAQPERDPCYIQNSGQTAGDPGPELPSGPPTHEVLVTGTGGIQWHPLQTQESERGNSRGNPHGSRSGKKPKAPKAGEHLTESPQEPPWTYFCDFQDISHVVLKERRVHIHLQDNKCLLLCLCSQAEALSFVALVDGYFRLTADSSHYLCHEVAPPRLVTSIQNGIHGPLMDPFVQAKLWPEDGLYLIQWSTSHLHRLILTVAHRNPASNGPRGLRLRKF.... The pIC50 is 6.6. (5) The small molecule is CCO[C@@H](Cc1ccc(OC[C@H](O)c2cccc(CO)c2)cc1)C(=O)NOC. The target is CKENALLRYLLDKDD. The pIC50 is 3.7. (6) The pIC50 is 5.2. The target protein (P29376) has sequence MGCWGQLLVWFGAAGAILCSSPGSQETFLRSSPLPLASPSPRDPKVSAPPSILEPASPLNSPGTEGSWLFSTCGASGRHGPTQTQCDGAYAGTSVVVTVGAAGQLRGVQLWRVPGPGQYLISAYGAAGGKGAKNHLSRAHGVFVSAIFSLGLGESLYILVGQQGEDACPGGSPESQLVCLGESRAVEEHAAMDGSEGVPGSRRWAGGGGGGGGATYVFRVRAGELEPLLVAAGGGGRAYLRPRDRGRTQASPEKLENRSEAPGSGGRGGAAGGGGGWTSRAPSPQAGRSLQEGAEGGQGCSEAWATLGWAAAGGFGGGGGACTAGGGGGGYRGGDASETDNLWADGEDGVSFIHPSSELFLQPLAVTENHGEVEIRRHLNCSHCPLRDCQWQAELQLAECLCPEGMELAVDNVTCMDLHKPPGPLVLMVAVVATSTLSLLMVCGVLILVKQKKWQGLQEMRLPSPELELSKLRTSAIRTAPNPYYCQVGLGPAQSWPLPP.... The drug is Cc1n[nH]c2cc(Nc3nc(NC4CC4)c4occc4n3)ccc12. (7) The small molecule is CC[C@H](C)[C@@H]1NC(=O)[C@@H]2CSSC[C@@H]3NC(=O)[C@H](C(C)C)NC(=O)[C@H](CC(C)C)NC(=O)[C@H](CC(N)=O)NC(=O)[C@@H]4CCCN4C(=O)[C@H](CCCNC(=N)N)NC(=O)[C@H](CSSC[C@H](NC(=O)[C@@H](N)CC(=O)O)C(=O)N[C@@H](CC(C)C)C(=O)NCC(=O)N[C@@H](Cc4ccccc4)C(=O)N[C@@H](CCSC)C(=O)N[C@@H](CCCNC(=N)N)C(=O)N[C@@H](CCCCN)C(=O)N2)NC(=O)[C@H](CSSC[C@@H](C(=O)N[C@@H](CCCCN)C(=O)N[C@@H](Cc2ccc(O)cc2)C(=O)N[C@H](C(=O)N[C@@H](Cc2ccccc2)C(N)=O)C(C)C)NC(=O)[C@H](Cc2c[nH]c4ccccc24)NC(=O)[C@H](CCCCN)NC(=O)[C@H](Cc2cnc[nH]2)NC(=O)[C@H]([C@@H](C)O)NC(=O)[C@H](CCCNC(=N)N)NC(=O)[C@H](CO)NC3=O)NC(=O)[C@H](CCCCN)NC(=O)[C@H](CC(=O)O)NC(=O)[C@H](CC(N)=O)NC(=O)[C@H](CC(=O)O)NC(=O)[C@@H]2CCCN2C1=O. The target protein (Q62205) has sequence MAMLPPPGPQSFVHFTKQSLALIEQRISEEKAKGHKDEKKDDEEEGPKPSSDLEAGKQLPFIYGDIPPGMVSEPLEDLDPYYADKKTFIVLNKGKAIFRFNATPALYMLSPFSPLRRISIKILVHSLFSMLIMCTILTNCIFMTMSNPPDWTKNVEYTFTGIYTFESLIKILARGFCVGEFTFLRDPWNWLDFVVIVFAYLTEFVNLGNVSALRTFRVLRALKTISVIPGLKTIVGALIQSVKKLSDVMILTVFCLSVFALIGLQLFMGNLKHKCFRKDLEQNETLESIMSTAESEEELKRYFYYLEGSKDALLCGFSTDSGQCPEGYECVTAGRNPDYGYTSFDTFGWAFLALFRLMTQDYWENLYQQTLRAAGKTYMIFFVVVIFLGSFYLINLILAVVAMAYEEQNQANIEEAKQKELEFQQMLDRLKKEQEEAEAIAAAAAEYTSLGRSRIMGLSESSSETSRLSSKSAKERRNRRKKKKQKLSSGEEKGDDEKLS.... The pIC50 is 8.4.